From a dataset of Catalyst prediction with 721,799 reactions and 888 catalyst types from USPTO. Predict which catalyst facilitates the given reaction. (1) Reactant: [NH2:1][N:2]1[C:7](=[O:8])[C:6]([C:9]2[NH:14][C:13]3[CH:15]=[CH:16][CH:17]=[CH:18][C:12]=3[S:11](=[O:20])(=[O:19])[N:10]=2)=[C:5]([OH:21])[C:4]2[S:22][CH:23]=[CH:24][C:3]1=2.[S:25]1[C:29]([CH:30]=O)=[CH:28][N:27]=[CH:26]1. Product: [O:19]=[S:11]1(=[O:20])[C:12]2[CH:18]=[CH:17][CH:16]=[CH:15][C:13]=2[NH:14][C:9]([C:6]2[C:7](=[O:8])[N:2]([N:1]=[CH:30][C:29]3[S:25][CH:26]=[N:27][CH:28]=3)[C:3]3[CH:24]=[CH:23][S:22][C:4]=3[C:5]=2[OH:21])=[N:10]1. The catalyst class is: 80. (2) Reactant: [OH:1][N:2]=[CH:3][C:4]1[N:5]=[C:6]([CH:9]2[CH2:14][CH2:13][N:12]([C:15]([O:17][C:18]([CH3:21])([CH3:20])[CH3:19])=[O:16])[CH2:11][CH2:10]2)[S:7][CH:8]=1.ClN1C(=O)CCC1=O.[F:30][C:31]1[CH:32]=[C:33]([CH:35]=[C:36]([F:40])[C:37]=1[CH:38]=[CH2:39])[NH2:34].C(N(CC)CC)C. Product: [NH2:34][C:33]1[CH:35]=[C:36]([F:40])[C:37]([CH:38]2[O:1][N:2]=[C:3]([C:4]3[N:5]=[C:6]([CH:9]4[CH2:10][CH2:11][N:12]([C:15]([O:17][C:18]([CH3:21])([CH3:20])[CH3:19])=[O:16])[CH2:13][CH2:14]4)[S:7][CH:8]=3)[CH2:39]2)=[C:31]([F:30])[CH:32]=1. The catalyst class is: 255. (3) Reactant: [BH4-].[Na+].[Br:3][C:4]1[CH:5]=[C:6]([O:14][CH3:15])[C:7]([C:10](OC)=[O:11])=[N:8][CH:9]=1. Product: [Br:3][C:4]1[CH:5]=[C:6]([O:14][CH3:15])[C:7]([CH2:10][OH:11])=[N:8][CH:9]=1. The catalyst class is: 14. (4) Reactant: [CH2:1]([S:8]([NH:11][C:12]1[C:13](=[O:23])[N:14]([CH2:19][C:20]([OH:22])=O)[C:15]([CH3:18])=[CH:16][CH:17]=1)(=[O:10])=[O:9])[C:2]1[CH:7]=[CH:6][CH:5]=[CH:4][CH:3]=1.C(OC([N:31]([O:43][CH2:44][CH2:45][CH3:46])[C:32]([N:34](C(OC(C)(C)C)=O)N)=[NH:33])=O)(C)(C)C.C([N:50](C(C)C)CC)(C)C.CN([P+](ON1N=NC2C1=CC=CC=2)(N(C)C)N(C)C)C.F[P-](F)(F)(F)(F)F. Product: [CH2:1]([S:8]([NH:11][C:12]1[C:13](=[O:23])[N:14]([CH2:19][C:20]([NH:50][CH2:46][CH2:45][CH2:44][O:43][NH:31][C:32]([NH2:34])=[NH:33])=[O:22])[C:15]([CH3:18])=[CH:16][CH:17]=1)(=[O:9])=[O:10])[C:2]1[CH:7]=[CH:6][CH:5]=[CH:4][CH:3]=1. The catalyst class is: 42. (5) Reactant: [CH2:1]1[CH2:5][N:4]([P+](ON2N=NC3C=CC=CC2=3)([N:4]2[CH2:5][CH2:1][CH2:2][CH2:3]2)[N:4]2[CH2:5][CH2:1][CH2:2][CH2:3]2)[CH2:3][CH2:2]1.F[P-](F)(F)(F)(F)F.C(N(CC)C(C)C)(C)C.[Cl:43][C:44]1[CH:45]=[CH:46][C:47]2[N:53]3[C:54]([CH:57]([CH3:59])[CH3:58])=[N:55][N:56]=[C:52]3[CH:51]([CH2:60][C:61](O)=[O:62])[O:50][CH:49]([C:64]3[CH:69]=[CH:68][CH:67]=[C:66]([O:70][CH3:71])[C:65]=3[O:72][CH3:73])[C:48]=2[CH:74]=1.N1CCCC1. Product: [Cl:43][C:44]1[CH:45]=[CH:46][C:47]2[N:53]3[C:54]([CH:57]([CH3:58])[CH3:59])=[N:55][N:56]=[C:52]3[CH:51]([CH2:60][C:61](=[O:62])[N:4]3[CH2:5][CH2:1][CH2:2][CH2:3]3)[O:50][CH:49]([C:64]3[CH:69]=[CH:68][CH:67]=[C:66]([O:70][CH3:71])[C:65]=3[O:72][CH3:73])[C:48]=2[CH:74]=1. The catalyst class is: 213.